Dataset: Reaction yield outcomes from USPTO patents with 853,638 reactions. Task: Predict the reaction yield, written as a fraction of the theoretical maximum amount of product (1.0 means a 100% yield; for example, 0.34 means a 34% yield). (1) The reactants are [CH3:1][O:2][C:3]1[CH:8]=[CH:7][C:6]([C:9]2[C:17]3[C:12](=[CH:13][CH:14]=[C:15]([C:18]#[N:19])[CH:16]=3)[NH:11][N:10]=2)=[CH:5][CH:4]=1.[OH:20]O.[OH-].[Na+].Cl. The catalyst is O.C(O)C. The product is [CH3:1][O:2][C:3]1[CH:4]=[CH:5][C:6]([C:9]2[C:17]3[C:12](=[CH:13][CH:14]=[C:15]([C:18]([NH2:19])=[O:20])[CH:16]=3)[NH:11][N:10]=2)=[CH:7][CH:8]=1. The yield is 0.416. (2) The yield is 0.540. The reactants are [Br:1][C:2]1[CH:11]=[CH:10][C:5]([C:6]([NH:8][NH2:9])=[O:7])=[C:4]([CH3:12])[CH:3]=1.[CH:13]1([C:16]([N:18]2[CH2:22][CH2:21][C@@H:20]([CH2:23][NH:24][C:25](N3C=CN=C3)=[O:26])[CH2:19]2)=[O:17])[CH2:15][CH2:14]1. The product is [Br:1][C:2]1[CH:11]=[CH:10][C:5]([C:6]([NH:8][NH:9][C:25]([NH:24][CH2:23][C@@H:20]2[CH2:21][CH2:22][N:18]([C:16]([CH:13]3[CH2:14][CH2:15]3)=[O:17])[CH2:19]2)=[O:26])=[O:7])=[C:4]([CH3:12])[CH:3]=1. The catalyst is C1COCC1.